This data is from Forward reaction prediction with 1.9M reactions from USPTO patents (1976-2016). The task is: Predict the product of the given reaction. (1) Given the reactants CC1C=CC(S(O[CH2:12][CH2:13][CH2:14][CH2:15][O:16][C:17]2[CH:22]=[CH:21][CH:20]=[C:19]([Cl:23])[N:18]=2)(=O)=O)=CC=1.[CH2:24]1[C:33]2[C:28](=[CH:29][CH:30]=[CH:31][CH:32]=2)[CH2:27][CH2:26][NH:25]1, predict the reaction product. The product is: [Cl:23][C:19]1[N:18]=[C:17]([O:16][CH2:15][CH2:14][CH2:13][CH2:12][N:25]2[CH2:26][CH2:27][C:28]3[C:33](=[CH:32][CH:31]=[CH:30][CH:29]=3)[CH2:24]2)[CH:22]=[CH:21][CH:20]=1. (2) Given the reactants [CH2:1]([NH:3][C:4](=[O:11])[NH:5]OCC(O)=O)[CH3:2].[NH2:12][C@@H:13]([CH2:37][C:38]1[CH:43]=[CH:42][CH:41]=[CH:40][CH:39]=1)[C:14]([N:16]([C@@H:28]([CH3:36])[CH:29]([O:33][CH2:34][CH3:35])[O:30][CH2:31][CH3:32])[CH2:17][C:18]1[C:27]2[C:22](=[CH:23][CH:24]=[CH:25][CH:26]=2)[CH:21]=[CH:20][CH:19]=1)=[O:15], predict the reaction product. The product is: [CH2:31]([O:30][CH:29]([O:33][CH2:34][CH3:35])[C@@H:28]([N:16]([CH2:17][C:18]1[C:27]2[C:22](=[CH:23][CH:24]=[CH:25][CH:26]=2)[CH:21]=[CH:20][CH:19]=1)[C:14](=[O:15])[C@@H:13]([NH:12][C:29](=[O:30])[CH2:28][N:16]([CH3:14])[NH:5][C:4]([NH:3][CH2:1][CH3:2])=[O:11])[CH2:37][C:38]1[CH:39]=[CH:40][CH:41]=[CH:42][CH:43]=1)[CH3:36])[CH3:32]. (3) The product is: [CH3:28][N:29]1[C:9]([N:10]2[CH2:11][CH2:12][CH2:13][CH2:14]2)=[C:3]([C:1]#[N:2])[C:4](=[O:6])[NH:30]1. Given the reactants [C:1](/[C:3](=[C:9](/SC)\[N:10]1[CH2:14][CH2:13][CH2:12][CH2:11]1)/[C:4]([O:6]CC)=O)#[N:2].C1CCN2C(=NCCC2)CC1.[CH3:28][NH:29][NH2:30], predict the reaction product. (4) Given the reactants Cl[C:2]1[CH:7]=[C:6]([Cl:8])[N:5]=[CH:4][N:3]=1.[NH:9]1[CH2:14][CH2:13][O:12][CH2:11][CH2:10]1.C(N(CC)CC)C, predict the reaction product. The product is: [Cl:8][C:6]1[N:5]=[CH:4][N:3]=[C:2]([N:9]2[CH2:14][CH2:13][O:12][CH2:11][CH2:10]2)[CH:7]=1. (5) Given the reactants [Cl:1][C:2]1[CH:7]=[C:6]([N:8]([CH3:36])[C:9]2[CH:10]=[C:11]([C:34]#[N:35])[C:12]([N:18]3[CH2:23][CH2:22][N:21](C(OC(C)(C)C)=O)[C@H:20]([CH:31]4[CH2:33][CH2:32]4)[CH2:19]3)=[N:13][C:14]=2[CH:15]2[CH2:17][CH2:16]2)[CH:5]=[CH:4][N:3]=1.C(O)(C(F)(F)F)=O, predict the reaction product. The product is: [Cl:1][C:2]1[CH:7]=[C:6]([N:8]([CH3:36])[C:9]2[C:14]([CH:15]3[CH2:16][CH2:17]3)=[N:13][C:12]([N:18]3[CH2:23][CH2:22][NH:21][C@H:20]([CH:31]4[CH2:33][CH2:32]4)[CH2:19]3)=[C:11]([CH:10]=2)[C:34]#[N:35])[CH:5]=[CH:4][N:3]=1.